From a dataset of Catalyst prediction with 721,799 reactions and 888 catalyst types from USPTO. Predict which catalyst facilitates the given reaction. (1) Reactant: [CH2:1]([NH:8][C:9]([N:11]1[CH:16]2[C@H:17]([CH3:55])[N:18]([CH2:44][C:45]3[CH:46]=[CH:47][CH:48]=[C:49]4[C:54]=3[N:53]=[CH:52][CH:51]=[CH:50]4)[C:19](=[O:43])[C@H:20]([CH2:21][C:22]3[CH:42]=[CH:41][C:25]([O:26][C:27]([NH:29][CH:30]([CH:38]([CH3:40])[CH3:39])[C:31]([O:33]C(C)(C)C)=[O:32])=[O:28])=[CH:24][CH:23]=3)[N:15]2[C:14](=[O:56])[CH2:13][N:12]1[CH3:57])=[O:10])[C:2]1[CH:7]=[CH:6][CH:5]=[CH:4][CH:3]=1.FC(F)(F)C(O)=O.C(Cl)Cl. Product: [CH2:1]([NH:8][C:9]([N:11]1[CH:16]2[C@H:17]([CH3:55])[N:18]([CH2:44][C:45]3[CH:46]=[CH:47][CH:48]=[C:49]4[C:54]=3[N:53]=[CH:52][CH:51]=[CH:50]4)[C:19](=[O:43])[C@H:20]([CH2:21][C:22]3[CH:42]=[CH:41][C:25]([O:26][C:27]([NH:29][CH:30]([CH:38]([CH3:40])[CH3:39])[C:31]([OH:33])=[O:32])=[O:28])=[CH:24][CH:23]=3)[N:15]2[C:14](=[O:56])[CH2:13][N:12]1[CH3:57])=[O:10])[C:2]1[CH:7]=[CH:6][CH:5]=[CH:4][CH:3]=1. The catalyst class is: 13. (2) Reactant: O=[C:2]([CH2:8][CH3:9])[CH2:3][C:4]([O:6][CH3:7])=[O:5].[NH3:10]. Product: [NH2:10][C:2]([CH2:8][CH3:9])=[CH:3][C:4]([O:6][CH3:7])=[O:5]. The catalyst class is: 8. (3) Reactant: O=[C:2]([CH2:6][CH3:7])[CH2:3][C:4]#[N:5].[NH:8]([C:10]1[CH:15]=[CH:14][CH:13]=[CH:12][N:11]=1)[NH2:9].C(O)(=O)C. Product: [CH2:6]([C:2]1[CH:3]=[C:4]([NH2:5])[N:8]([C:10]2[CH:15]=[CH:14][CH:13]=[CH:12][N:11]=2)[N:9]=1)[CH3:7]. The catalyst class is: 8. (4) Product: [CH3:3][C:2]1[C:6]2[CH:7]=[C:8]([C:9]([O:11][CH3:12])=[O:10])[CH:13]=[CH:14][C:5]=2[O:4][CH:1]=1. The catalyst class is: 274. Reactant: [CH2:1]([O:4][C:5]1[CH:14]=[CH:13][C:8]([C:9]([O:11][CH3:12])=[O:10])=[CH:7][C:6]=1I)[CH:2]=[CH2:3].C([O-])([O-])=O.[Na+].[Na+].C([O-])=O.[Na+]. (5) Reactant: [OH:1][PH:2]([CH2:4][CH:5]([CH2:13][CH2:14][C:15]([O:17][C:18]([CH3:21])([CH3:20])[CH3:19])=[O:16])[C:6]([O:8][C:9]([CH3:12])([CH3:11])[CH3:10])=[O:7])=[O:3].[C:22](O)([CH3:25])([CH3:24])[CH3:23].C(N=C=NCCCN(C)C)C.O. Product: [C:22]([O:3][PH:2]([CH2:4][CH:5]([CH2:13][CH2:14][C:15]([O:17][C:18]([CH3:21])([CH3:20])[CH3:19])=[O:16])[C:6]([O:8][C:9]([CH3:10])([CH3:11])[CH3:12])=[O:7])=[O:1])([CH3:25])([CH3:24])[CH3:23]. The catalyst class is: 112. (6) The catalyst class is: 16. Product: [CH2:23]([N:4]1[C:3]([C:10]2[C:14]([Cl:15])=[C:13]([O:16][CH:17]([F:18])[F:19])[N:12]([CH3:20])[N:11]=2)=[C:2]([F:1])[CH:7]=[C:6]([Cl:8])[C:5]1=[O:9])[CH3:24]. Reactant: [F:1][C:2]1[C:3]([C:10]2[C:14]([Cl:15])=[C:13]([O:16][CH:17]([F:19])[F:18])[N:12]([CH3:20])[N:11]=2)=[N:4][C:5]([OH:9])=[C:6]([Cl:8])[CH:7]=1.[OH-].[Na+].[CH2:23](I)[CH3:24].CCCCCC.C(OCC)(=O)C. (7) Reactant: [CH:1]([C:3]1[C:4]([C:8]([O:10][CH2:11][CH3:12])=[O:9])=[N:5][NH:6][CH:7]=1)=[O:2].[Cl:13][C:14]1[C:15](F)=[N:16][CH:17]=[CH:18][CH:19]=1.C(=O)([O-])[O-].[K+].[K+]. Product: [Cl:13][C:14]1[C:15]([N:6]2[CH:7]=[C:3]([CH:1]=[O:2])[C:4]([C:8]([O:10][CH2:11][CH3:12])=[O:9])=[N:5]2)=[N:16][CH:17]=[CH:18][CH:19]=1. The catalyst class is: 9. (8) The catalyst class is: 13. Reactant: [F:1][C:2]1[CH:3]=[C:4]([CH:39]=[CH:40][CH:41]=1)[CH2:5][N:6]1[CH:10]=[CH:9][N:8]=[C:7]1[CH:11]([NH:31][C:32](=O)[O:33]C(C)(C)C)[CH2:12][C:13]1[CH:21]=[C:20]([CH3:22])[C:19]2[C:15](=[CH:16][N:17](COCC[Si](C)(C)C)[N:18]=2)[CH:14]=1.Cl.C(C1NC=CN=1)(C1NC=CN=1)=O.C(N(CC)CC)C.[NH:62]1[CH2:67][CH2:66][CH:65]([N:68]2[CH2:77][C:76]3[C:71](=[CH:72][CH:73]=[CH:74][CH:75]=3)[NH:70][C:69]2=[O:78])[CH2:64][CH2:63]1. Product: [F:1][C:2]1[CH:3]=[C:4]([CH:39]=[CH:40][CH:41]=1)[CH2:5][N:6]1[CH:10]=[CH:9][N:8]=[C:7]1[CH:11]([NH:31][C:32]([N:62]1[CH2:63][CH2:64][CH:65]([N:68]2[CH2:77][C:76]3[C:71](=[CH:72][CH:73]=[CH:74][CH:75]=3)[NH:70][C:69]2=[O:78])[CH2:66][CH2:67]1)=[O:33])[CH2:12][C:13]1[CH:14]=[C:15]2[C:19](=[C:20]([CH3:22])[CH:21]=1)[NH:18][N:17]=[CH:16]2.